This data is from Forward reaction prediction with 1.9M reactions from USPTO patents (1976-2016). The task is: Predict the product of the given reaction. (1) Given the reactants [OH:1][NH:2][C:3]([CH:5]1[CH2:7][CH2:6]1)=[NH:4].[H-].[Na+].[C:10]([O:14][C:15]([NH:17][CH2:18][CH2:19][C:20](OCC)=O)=[O:16])([CH3:13])([CH3:12])[CH3:11].O, predict the reaction product. The product is: [C:10]([O:14][C:15](=[O:16])[NH:17][CH2:18][CH2:19][C:20]1[O:1][N:2]=[C:3]([CH:5]2[CH2:7][CH2:6]2)[N:4]=1)([CH3:13])([CH3:12])[CH3:11]. (2) Given the reactants C(O)(C(F)(F)F)=O.C(OC(=O)[NH:14][C@@H:15]([CH2:25][C:26]1[CH:31]=[CH:30][C:29]([O:32][CH2:33][CH2:34][CH2:35][CH:36]2[CH2:41][CH2:40][N:39]([C:42]3[O:46][N:45]=[C:44]([CH:47]([CH3:49])[CH3:48])[N:43]=3)[CH2:38][CH2:37]2)=[CH:28][C:27]=1[F:50])[C:16]([N:18]1[CH2:22][CH2:21][CH2:20][C@H:19]1[C:23]#[N:24])=[O:17])(C)(C)C.C([O-])([O-])=O.[Na+].[Na+].[OH-].[Na+], predict the reaction product. The product is: [NH2:14][C@@H:15]([CH2:25][C:26]1[CH:31]=[CH:30][C:29]([O:32][CH2:33][CH2:34][CH2:35][CH:36]2[CH2:37][CH2:38][N:39]([C:42]3[O:46][N:45]=[C:44]([CH:47]([CH3:48])[CH3:49])[N:43]=3)[CH2:40][CH2:41]2)=[CH:28][C:27]=1[F:50])[C:16]([N:18]1[CH2:22][CH2:21][CH2:20][C@H:19]1[C:23]#[N:24])=[O:17].